Dataset: Reaction yield outcomes from USPTO patents with 853,638 reactions. Task: Predict the reaction yield, written as a fraction of the theoretical maximum amount of product (1.0 means a 100% yield; for example, 0.34 means a 34% yield). (1) The reactants are C[O:2][C:3]1[CH:4]=[CH:5][C:6]2[C:10]([O:11][C:12]3[CH:17]=[CH:16][C:15](/[CH:18]=[CH:19]/[C:20]([O:22][CH3:23])=[O:21])=[CH:14][CH:13]=3)=[C:9]([C:24]3[CH:29]=[CH:28][C:27]([O:30]C)=[CH:26][CH:25]=3)[S:8][C:7]=2[CH:32]=1.B(Br)(Br)Br. The catalyst is C(Cl)Cl. The product is [OH:2][C:3]1[CH:4]=[CH:5][C:6]2[C:10]([O:11][C:12]3[CH:17]=[CH:16][C:15](/[CH:18]=[CH:19]/[C:20]([O:22][CH3:23])=[O:21])=[CH:14][CH:13]=3)=[C:9]([C:24]3[CH:25]=[CH:26][C:27]([OH:30])=[CH:28][CH:29]=3)[S:8][C:7]=2[CH:32]=1. The yield is 0.120. (2) The reactants are [NH2:1][C:2]1[C:7](Br)=[CH:6][C:5]([F:9])=[CH:4][N:3]=1.[CH3:10][NH2:11].C[Si]([N-][Si](C)(C)C)(C)C.[Li+]. The catalyst is CC(C1C=C(C(C)C)C(C2C(P(C3CCCCC3)C3CCCCC3)=C(OC)C=CC=2OC)=C(C(C)C)C=1)C.C1C=[C-]C(CCN)=CC=1.Cl[Pd+]. The product is [F:9][C:5]1[CH:6]=[C:7]([NH:11][CH3:10])[C:2]([NH2:1])=[N:3][CH:4]=1. The yield is 0.597. (3) The reactants are C1(C(C2C=CC=CC=2)[N:8]2[C:16]3[C:11](=[CH:12][CH:13]=[CH:14][CH:15]=3)[C:10]3([C:20]4=[CH:21][C:22]5[O:26][CH2:25][O:24][C:23]=5[CH:27]=[C:19]4[O:18][CH2:17]3)[C:9]2=[O:28])C=CC=CC=1.[H][H]. The catalyst is CCOC(C)=O.C(O)(=O)C.[Pd]. The product is [NH:8]1[C:16]2[C:11](=[CH:12][CH:13]=[CH:14][CH:15]=2)[C:10]2([C:20]3=[CH:21][C:22]4[O:26][CH2:25][O:24][C:23]=4[CH:27]=[C:19]3[O:18][CH2:17]2)[C:9]1=[O:28]. The yield is 0.660. (4) The reactants are [H-].[Na+].[O:3]=[C:4]([CH2:12][C:13]1[CH:18]=[CH:17][CH:16]=[CH:15][CH:14]=1)[CH2:5]P(=O)(OC)OC.[CH:19]([C@H:21]1[CH2:26][CH2:25][CH2:24][C:23](=[O:27])[N:22]1[CH2:28][C:29]#[C:30][CH2:31][O:32][CH2:33][C:34]#[N:35])=O. The catalyst is C1COCC1. The product is [O:27]=[C:23]1[CH2:24][CH2:25][CH2:26][C@H:21](/[CH:19]=[CH:5]/[C:4](=[O:3])[CH2:12][C:13]2[CH:14]=[CH:15][CH:16]=[CH:17][CH:18]=2)[N:22]1[CH2:28][C:29]#[C:30][CH2:31][O:32][CH2:33][C:34]#[N:35]. The yield is 0.480. (5) The reactants are Cl[C:2]1[CH:18]=[C:17]([NH:19][CH:20]2[CH2:22][CH2:21]2)[C:5]([C:6]([NH:8][CH:9]2[CH2:14][CH2:13][C:12]([OH:16])([CH3:15])[CH2:11][CH2:10]2)=[O:7])=[CH:4][N:3]=1.[S:23]1[C:27]2[CH:28]=[C:29]([NH2:32])[CH:30]=[CH:31][C:26]=2[N:25]=[CH:24]1.CC1(C)C2C(=C(P(C3C=CC=CC=3)C3C=CC=CC=3)C=CC=2)OC2C(P(C3C=CC=CC=3)C3C=CC=CC=3)=CC=CC1=2.C(=O)([O-])[O-].[Na+].[Na+]. The catalyst is O1CCOCC1.C1C=CC(/C=C/C(/C=C/C2C=CC=CC=2)=O)=CC=1.C1C=CC(/C=C/C(/C=C/C2C=CC=CC=2)=O)=CC=1.C1C=CC(/C=C/C(/C=C/C2C=CC=CC=2)=O)=CC=1.[Pd].[Pd]. The product is [S:23]1[C:27]2[CH:28]=[C:29]([NH:32][C:2]3[CH:18]=[C:17]([NH:19][CH:20]4[CH2:22][CH2:21]4)[C:5]([C:6]([NH:8][CH:9]4[CH2:14][CH2:13][C:12]([OH:16])([CH3:15])[CH2:11][CH2:10]4)=[O:7])=[CH:4][N:3]=3)[CH:30]=[CH:31][C:26]=2[N:25]=[CH:24]1. The yield is 0.0500. (6) The reactants are [C:1]12([O:11][C:12]([N:14]3[CH:18]=[C:17]([CH2:19][CH2:20][C:21]([OH:23])=[O:22])[N:16]=[CH:15]3)=[O:13])[CH2:10][CH:5]3[CH2:6][CH:7]([CH2:9][CH:3]([CH2:4]3)[CH2:2]1)[CH2:8]2.[B-](F)(F)(F)F.CN(C(O[N:37]1[C:42](=[O:43])[CH2:41][CH2:40][C:38]1=[O:39])=[N+](C)C)C.CCN(C(C)C)C(C)C. The catalyst is C1COCC1.CN(C=O)C. The product is [C:1]12([O:11][C:12]([N:14]3[CH:18]=[C:17]([CH2:19][CH2:20][C:21]([O:23][N:37]4[C:42](=[O:43])[CH2:41][CH2:40][C:38]4=[O:39])=[O:22])[N:16]=[CH:15]3)=[O:13])[CH2:10][CH:5]3[CH2:4][CH:3]([CH2:9][CH:7]([CH2:6]3)[CH2:8]1)[CH2:2]2. The yield is 0.900.